Dataset: Catalyst prediction with 721,799 reactions and 888 catalyst types from USPTO. Task: Predict which catalyst facilitates the given reaction. (1) Reactant: N1C2C(=CC=CC=2)C(CC(=O)C(O)=O)=C1.C(O)(=O)C(C)=O.[OH:22][C:23]([CH2:33][C:34]1[C:42]2[C:37](=[CH:38][CH:39]=[CH:40][CH:41]=2)[NH:36][CH:35]=1)([C:30]([OH:32])=[O:31])[CH2:24][C:25](=O)[C:26]([OH:28])=[O:27].Cl.[NH2:44][OH:45].Cl. Product: [OH:22][C:23]([CH2:33][C:34]1[C:42]2[C:37](=[CH:38][CH:39]=[CH:40][CH:41]=2)[NH:36][CH:35]=1)([C:30]([OH:32])=[O:31])[CH2:24][C:25](=[N:44][OH:45])[C:26]([OH:28])=[O:27]. The catalyst class is: 74. (2) Reactant: CO[C:3](=[O:15])[C:4]1[CH:9]=[C:8]([O:10][CH2:11][CH3:12])[C:7]([Cl:13])=[C:6]([NH2:14])[CH:5]=1.[H-].[Al+3].[Li+].[H-].[H-].[H-].C1C[O:25][CH2:24][CH2:23]1. Product: [Cl:13][C:7]1[C:8]([O:10][CH2:11][CH3:12])=[CH:9][C:4]([CH:3]=[O:15])=[CH:5][C:6]=1[NH:14][C:24](=[O:25])[CH3:23]. The catalyst class is: 697. (3) Reactant: C(OC([N:8]1[CH2:12][CH2:11][CH2:10][C@H:9]1[CH2:13][NH:14][C:15]1[CH:20]=[CH:19][C:18]([O:21][C:22]2[CH:27]=[CH:26][C:25]([O:28][CH3:29])=[CH:24][CH:23]=2)=[CH:17][C:16]=1[O:30][C:31]1[CH:36]=[CH:35][C:34]([O:37][CH3:38])=[CH:33][CH:32]=1)=O)(C)(C)C. Product: [CH3:38][O:37][C:34]1[CH:33]=[CH:32][C:31]([O:30][C:16]2[CH:17]=[C:18]([O:21][C:22]3[CH:27]=[CH:26][C:25]([O:28][CH3:29])=[CH:24][CH:23]=3)[CH:19]=[CH:20][C:15]=2[NH:14][CH2:13][C@@H:9]2[CH2:10][CH2:11][CH2:12][NH:8]2)=[CH:36][CH:35]=1. The catalyst class is: 137.